From a dataset of Reaction yield outcomes from USPTO patents with 853,638 reactions. Predict the reaction yield, written as a fraction of the theoretical maximum amount of product (1.0 means a 100% yield; for example, 0.34 means a 34% yield). The reactants are [CH3:1][C:2]1[CH:11]=[CH:10][C:9]2[C:4](=[C:5]([OH:12])[CH:6]=[CH:7][CH:8]=2)[N:3]=1.O1CCCC1.C1(P(C2C=CC=CC=2)C2C=CC=CC=2)C=CC=CC=1.N(C(OCC)=O)=NC(OCC)=O.[Si:49]([O:56][CH2:57][C@@H:58](O)[CH3:59])([C:52]([CH3:55])([CH3:54])[CH3:53])([CH3:51])[CH3:50]. The product is [Si:49]([O:56][CH2:57][C@H:58]([O:12][C:5]1[CH:6]=[CH:7][CH:8]=[C:9]2[C:4]=1[N:3]=[C:2]([CH3:1])[CH:11]=[CH:10]2)[CH3:59])([C:52]([CH3:53])([CH3:54])[CH3:55])([CH3:51])[CH3:50]. The yield is 0.400. The catalyst is O.